From a dataset of Full USPTO retrosynthesis dataset with 1.9M reactions from patents (1976-2016). Predict the reactants needed to synthesize the given product. (1) Given the product [CH3:1][O:2][CH2:3][N:4]1[C:12]2[C:7](=[CH:8][CH:9]=[CH:10][C:11]=2[N:13]([CH3:34])[S:14]([C:17]2[S:18][CH:19]=[CH:20][CH:21]=2)(=[O:16])=[O:15])[CH:6]=[C:5]1[C:22]1[S:23][C:24]([C:27]([O:29][CH2:30][CH3:31])=[O:28])=[CH:25][N:26]=1, predict the reactants needed to synthesize it. The reactants are: [CH3:1][O:2][CH2:3][N:4]1[C:12]2[C:7](=[CH:8][CH:9]=[CH:10][C:11]=2[NH:13][S:14]([C:17]2[S:18][CH:19]=[CH:20][CH:21]=2)(=[O:16])=[O:15])[CH:6]=[C:5]1[C:22]1[S:23][C:24]([C:27]([O:29][CH2:30][CH3:31])=[O:28])=[CH:25][N:26]=1.CI.[C:34](=O)([O-])[O-].[K+].[K+].CN(C)C=O. (2) The reactants are: Br[C:2]1[CH:10]=[CH:9][C:5]2[O:6][CH2:7][O:8][C:4]=2[C:3]=1[CH:11]=[O:12].C([O-])([O-])=O.[Na+].[Na+].[CH:19]([C:21]1[CH:26]=[CH:25][CH:24]=[CH:23][C:22]=1B(O)O)=[O:20]. Given the product [CH:19]([C:21]1[CH:26]=[CH:25][CH:24]=[CH:23][C:22]=1[C:2]1[CH:10]=[CH:9][C:5]2[O:6][CH2:7][O:8][C:4]=2[C:3]=1[CH:11]=[O:12])=[O:20], predict the reactants needed to synthesize it.